From a dataset of Reaction yield outcomes from USPTO patents with 853,638 reactions. Predict the reaction yield, written as a fraction of the theoretical maximum amount of product (1.0 means a 100% yield; for example, 0.34 means a 34% yield). (1) The reactants are [F:1][C:2]1[CH:3]=[CH:4][C:5]([N:8]2[CH:12]=[C:11]([CH2:13][CH2:14][CH2:15][OH:16])[C:10]([CH:17]([CH3:19])[CH3:18])=[N:9]2)=[N:6][CH:7]=1.O[C:21]1[C:26]([O:27][CH3:28])=[CH:25][CH:24]=[CH:23][C:22]=1[CH2:29][C:30]([O:32]C)=[O:31].C(P(CCCC)CCCC)CCC.N(C(N1CCCCC1)=O)=NC(N1CCCCC1)=O. The catalyst is O1CCCC1. The product is [F:1][C:2]1[CH:3]=[CH:4][C:5]([N:8]2[CH:12]=[C:11]([CH2:13][CH2:14][CH2:15][O:16][C:21]3[C:26]([O:27][CH3:28])=[CH:25][CH:24]=[CH:23][C:22]=3[CH2:29][C:30]([OH:32])=[O:31])[C:10]([CH:17]([CH3:19])[CH3:18])=[N:9]2)=[N:6][CH:7]=1. The yield is 0.220. (2) The reactants are [CH3:1][CH:2]1[CH:11]=[CH:10][C:9]2[C:4](=[CH:5][CH:6]=[C:7]([C:12]([O:14]C)=[O:13])[CH:8]=2)[O:3]1.[OH-].[Na+]. The catalyst is CO. The product is [CH3:1][CH:2]1[CH:11]=[CH:10][C:9]2[C:4](=[CH:5][CH:6]=[C:7]([C:12]([OH:14])=[O:13])[CH:8]=2)[O:3]1. The yield is 1.00. (3) The reactants are [C:1]1([C:7]([C:9]2[CH:14]=[CH:13][CH:12]=[CH:11][CH:10]=2)=[CH2:8])[CH:6]=[CH:5][CH:4]=[CH:3][CH:2]=1.[N+](=[C:17]([C:22]1[CH:31]=[CH:30][C:29]2[C:24](=[CH:25][CH:26]=[CH:27][CH:28]=2)[CH:23]=1)[C:18]([O:20][CH3:21])=[O:19])=[N-]. The catalyst is CCCCCCCCCCCCC1C=CC(S(N2[C@@H](C(O)=O)CCC2)(=O)=O)=CC=1.CCCCCCCCCCCCC1C=CC(S(N2[C@@H](C(O)=O)CCC2)(=O)=O)=CC=1.CCCCCCCCCCCCC1C=CC(S(N2[C@@H](C(O)=O)CCC2)(=O)=O)=CC=1.CCCCCCCCCCCCC1C=CC(S(N2[C@@H](C(O)=O)CCC2)(=O)=O)=CC=1.[Rh].[Rh]. The product is [CH:23]1[C:24]2[C:29](=[CH:28][CH:27]=[CH:26][CH:25]=2)[CH:30]=[CH:31][C:22]=1[C@:17]1([C:18]([O:20][CH3:21])=[O:19])[CH2:8][C:7]1([C:1]1[CH:6]=[CH:5][CH:4]=[CH:3][CH:2]=1)[C:9]1[CH:14]=[CH:13][CH:12]=[CH:11][CH:10]=1. The yield is 0.740. (4) The reactants are [NH2:1][C:2]1[CH:21]=[CH:20][C:5]([O:6][C:7]2[C:16]3[C:11](=[CH:12][C:13]([OH:19])=[C:14]([O:17][CH3:18])[CH:15]=3)[N:10]=[CH:9][CH:8]=2)=[CH:4][CH:3]=1.[CH3:22][N:23]1[C:27]([CH3:28])=[C:26]([C:29](O)=[O:30])[C:25](=[O:32])[N:24]1[C:33]1[CH:38]=[CH:37][CH:36]=[CH:35][CH:34]=1.CCN=C=NCCCN(C)C.C1C=NC2N(O)N=NC=2C=1. The catalyst is CN(C=O)C.O. The product is [OH:19][C:13]1[CH:12]=[C:11]2[C:16]([C:7]([O:6][C:5]3[CH:20]=[CH:21][C:2]([NH:1][C:29]([C:26]4[C:25](=[O:32])[N:24]([C:33]5[CH:34]=[CH:35][CH:36]=[CH:37][CH:38]=5)[N:23]([CH3:22])[C:27]=4[CH3:28])=[O:30])=[CH:3][CH:4]=3)=[CH:8][CH:9]=[N:10]2)=[CH:15][C:14]=1[O:17][CH3:18]. The yield is 0.899. (5) The reactants are [CH3:1][N:2]1[CH2:6][CH2:5][CH2:4][CH2:3]1.[O:7](C)[S:8]([C:11]([F:14])([F:13])[F:12])(=[O:10])=[O:9]. The catalyst is CCCCCC. The product is [F:12][C:11]([F:14])([F:13])[S:8]([O-:10])(=[O:9])=[O:7].[CH3:1][N+:2]1([CH3:11])[CH2:6][CH2:5][CH2:4][CH2:3]1. The yield is 0.983.